From a dataset of Full USPTO retrosynthesis dataset with 1.9M reactions from patents (1976-2016). Predict the reactants needed to synthesize the given product. (1) Given the product [CH3:1][O:2][C:3]1[CH:4]=[C:5]2[C:10](=[CH:11][C:12]=1[O:13][CH3:14])[N:9]=[CH:8][CH:7]=[C:6]2[O:15][C:16]1[CH:22]=[CH:21][C:19]([NH:20][C:34]([NH:51][C@@H:49]([C:46]2[CH:47]=[CH:48][C:43]([F:42])=[CH:44][CH:45]=2)[CH3:50])=[O:40])=[CH:18][CH:17]=1, predict the reactants needed to synthesize it. The reactants are: [CH3:1][O:2][C:3]1[CH:4]=[C:5]2[C:10](=[CH:11][C:12]=1[O:13][CH3:14])[N:9]=[CH:8][CH:7]=[C:6]2[O:15][C:16]1[CH:22]=[CH:21][C:19]([NH2:20])=[CH:18][CH:17]=1.C(N(CC)CC)C.ClC(Cl)(O[C:34](=[O:40])OC(Cl)(Cl)Cl)Cl.[F:42][C:43]1[CH:48]=[CH:47][C:46]([C@H:49]([NH2:51])[CH3:50])=[CH:45][CH:44]=1. (2) The reactants are: [CH2:1]([C:3]1[C:8](=[O:9])[NH:7][C:6]([CH3:10])=[C:5]([C:11]2[S:15][C:14]([S:16]([Cl:19])(=[O:18])=[O:17])=[CH:13][CH:12]=2)[CH:4]=1)[CH3:2].[NH:20]1[CH:24]=[C:23]([CH2:25][CH2:26][NH2:27])[N:22]=[CH:21]1. Given the product [ClH:19].[CH2:1]([C:3]1[C:8](=[O:9])[NH:7][C:6]([CH3:10])=[C:5]([C:11]2[S:15][C:14]([S:16]([N:20]3[CH:24]=[C:23]([CH2:25][CH2:26][NH:27][S:16]([C:14]4[S:15][C:11]([C:5]5[CH:4]=[C:3]([CH2:1][CH3:2])[C:8](=[O:9])[NH:7][C:6]=5[CH3:10])=[CH:12][CH:13]=4)(=[O:17])=[O:18])[N:22]=[CH:21]3)(=[O:18])=[O:17])=[CH:13][CH:12]=2)[CH:4]=1)[CH3:2], predict the reactants needed to synthesize it. (3) Given the product [Br:9][C:10]1[CH:11]=[C:12]([S:17]([NH:1][C:2]2[C:3]([OH:8])=[N:4][CH:5]=[CH:6][CH:7]=2)(=[O:19])=[O:18])[CH:13]=[N:14][C:15]=1[Cl:16], predict the reactants needed to synthesize it. The reactants are: [NH2:1][C:2]1[C:3]([OH:8])=[N:4][CH:5]=[CH:6][CH:7]=1.[Br:9][C:10]1[CH:11]=[C:12]([S:17](Cl)(=[O:19])=[O:18])[CH:13]=[N:14][C:15]=1[Cl:16]. (4) Given the product [N:10]1[S:9][N:8]=[C:7]2[C:2]([C:16]3[CH:17]=[CH:18][C:13]([N:12]([CH3:22])[CH3:11])=[CH:14][CH:15]=3)=[CH:3][CH:4]=[CH:5][C:6]=12, predict the reactants needed to synthesize it. The reactants are: I[C:2]1[C:7]2=[N:8][S:9][N:10]=[C:6]2[CH:5]=[CH:4][CH:3]=1.[CH3:11][N:12]([CH3:22])[C:13]1[CH:18]=[CH:17][C:16](B(O)O)=[CH:15][CH:14]=1. (5) Given the product [CH:18]1([NH:22][C:23](=[O:40])[C:24]2[CH:25]=[CH:26][C:27]([CH3:30])=[C:28]([C:2]3[CH:3]=[C:4]4[C:8](=[CH:9][CH:10]=3)[N:7]([C:11]3[CH:16]=[CH:15][C:14]([F:17])=[CH:13][CH:12]=3)[N:6]=[CH:5]4)[CH:29]=2)[CH2:21][CH2:20][CH2:19]1, predict the reactants needed to synthesize it. The reactants are: Br[C:2]1[CH:3]=[C:4]2[C:8](=[CH:9][CH:10]=1)[N:7]([C:11]1[CH:16]=[CH:15][C:14]([F:17])=[CH:13][CH:12]=1)[N:6]=[CH:5]2.[CH:18]1([NH:22][C:23](=[O:40])[C:24]2[CH:29]=[CH:28][C:27]([CH3:30])=[C:26](B3OC(C)(C)C(C)(C)O3)[CH:25]=2)[CH2:21][CH2:20][CH2:19]1.C(=O)(O)[O-].[Na+]. (6) Given the product [Br:1][C:2]1[CH:3]=[CH:4][C:5]([Cl:11])=[C:6]([C:7](=[O:9])/[CH:56]=[C:51]2\[S:52][C:53]([CH3:55])=[N:54][N:50]\2[CH2:46][CH2:47][CH2:48][CH3:49])[CH:10]=1, predict the reactants needed to synthesize it. The reactants are: [Br:1][C:2]1[CH:3]=[CH:4][C:5]([Cl:11])=[C:6]([CH:10]=1)[C:7]([OH:9])=O.CN(C(ON1N=NC2C=CC=NC1=2)=[N+](C)C)C.F[P-](F)(F)(F)(F)F.CCN(C(C)C)C(C)C.[I-].[CH2:46]([N+:50]1[N:54]=[C:53]([CH3:55])[S:52][C:51]=1[CH3:56])[CH2:47][CH2:48][CH3:49]. (7) Given the product [F:1][CH2:2][C@@H:3]1[C@@H:7]([C:8]2[CH:13]=[CH:12][C:11]([C:14]3[O:18][N:17]=[C:16]([CH2:19][O:20][S:31]([CH3:30])(=[O:33])=[O:32])[CH:15]=3)=[CH:10][CH:9]=2)[O:6][C:5]([CH3:22])([CH3:21])[N:4]1[C:23]([O:25][C:26]([CH3:29])([CH3:28])[CH3:27])=[O:24], predict the reactants needed to synthesize it. The reactants are: [F:1][CH2:2][C@@H:3]1[C@@H:7]([C:8]2[CH:13]=[CH:12][C:11]([C:14]3[O:18][N:17]=[C:16]([CH2:19][OH:20])[CH:15]=3)=[CH:10][CH:9]=2)[O:6][C:5]([CH3:22])([CH3:21])[N:4]1[C:23]([O:25][C:26]([CH3:29])([CH3:28])[CH3:27])=[O:24].[CH3:30][S:31](Cl)(=[O:33])=[O:32].C(N(C(C)C)CC)(C)C.